From a dataset of Reaction yield outcomes from USPTO patents with 853,638 reactions. Predict the reaction yield, written as a fraction of the theoretical maximum amount of product (1.0 means a 100% yield; for example, 0.34 means a 34% yield). (1) The reactants are [Cl:1][C:2]1[CH:13]=[CH:12][C:5]([CH:6]=[C:7]([C:10]#[N:11])[C:8]#[N:9])=[CH:4][CH:3]=1.[CH:14]([Mg]Br)([CH3:16])[CH3:15].Cl. The catalyst is O1CCCC1.[Cu]I. The product is [Cl:1][C:2]1[CH:3]=[CH:4][C:5]([CH:6]([CH:7]([C:8]#[N:9])[C:10]#[N:11])[CH:14]([CH3:16])[CH3:15])=[CH:12][CH:13]=1. The yield is 0.520. (2) The reactants are [NH:1]1[CH:5]=[C:4]([C:6]2[CH:7]=[CH:8][C:9]([CH3:12])=[N:10][CH:11]=2)[N:3]=[CH:2]1.C(=O)([O-])[O-].[K+].[K+].BrCCC[CH2:23][N:24]1[C:28](=[O:29])[C:27]2=[CH:30][CH:31]=[CH:32][CH:33]=[C:26]2[C:25]1=[O:34]. The catalyst is CN(C=O)C. The product is [CH3:12][C:9]1[N:10]=[CH:11][C:6]([C:4]2[N:3]=[CH:2][N:1]([CH2:23][N:24]3[C:28](=[O:29])[C:27]4[C:26](=[CH:33][CH:32]=[CH:31][CH:30]=4)[C:25]3=[O:34])[CH:5]=2)=[CH:7][CH:8]=1. The yield is 0.370. (3) The reactants are [OH:1][CH:2]1[CH:14]2[C:10]([C:11](=[O:15])[O:12][CH2:13]2)=[CH:9][CH:8]2[CH:3]1[CH2:4][CH2:5][CH2:6][CH2:7]2.N12CCCN=C1CCCCC2. The catalyst is C1(C)C=CC=CC=1. The product is [OH:1][CH:2]1[CH:14]2[CH:10]([C:11](=[O:15])[O:12][CH2:13]2)[CH:9]=[C:8]2[CH:3]1[CH2:4][CH2:5][CH2:6][CH2:7]2. The yield is 0.700. (4) The reactants are [Na].N.[C:3]([O:7][C:8](=[O:33])[N:9]([CH3:32])[C:10]12[CH2:15][CH:14]1[CH2:13][N:12](S(C1C=CC(C)=CC=1)(=O)=O)[CH:11]2[C:26]1[CH:31]=[CH:30][CH:29]=[CH:28][CH:27]=1)([CH3:6])([CH3:5])[CH3:4].[Cl-].[NH4+]. The catalyst is C1COCC1. The product is [C:3]([O:7][C:8](=[O:33])[N:9]([CH3:32])[C:10]12[CH2:15][CH:14]1[CH2:13][NH:12][CH:11]2[C:26]1[CH:27]=[CH:28][CH:29]=[CH:30][CH:31]=1)([CH3:6])([CH3:5])[CH3:4]. The yield is 1.00. (5) The reactants are Br[C:2]1[CH:10]=[C:9]([C:11]([CH3:14])([CH3:13])[CH3:12])[CH:8]=[CH:7][C:3]=1[C:4]([OH:6])=[O:5].[CH3:15][C:16]1[CH:21]=[C:20]([CH3:22])[CH:19]=[C:18]([CH3:23])[C:17]=1[OH:24].C([O-])([O-])=O.[Cs+].[Cs+]. The catalyst is C(S([O-])(=O)=O)(F)(F)F.C(S([O-])(=O)=O)(F)(F)F.[Cu+2].C1(C)C=CC=CC=1. The product is [C:11]([C:9]1[CH:8]=[CH:7][C:3]([C:4]([OH:6])=[O:5])=[C:2]([O:24][C:17]2[C:18]([CH3:23])=[CH:19][C:20]([CH3:22])=[CH:21][C:16]=2[CH3:15])[CH:10]=1)([CH3:14])([CH3:13])[CH3:12]. The yield is 0.390. (6) The reactants are [F:1][C:2]1[CH:7]=[CH:6][CH:5]=[CH:4][C:3]=1[C:8]1[NH:12][CH:11]=[C:10]([CH2:13][OH:14])[C:9]=1[CH3:15].C[N+]1([O-])CCOCC1. The catalyst is [Ru]([O-])(=O)(=O)=O.C([N+](CCC)(CCC)CCC)CC. The product is [F:1][C:2]1[CH:7]=[CH:6][CH:5]=[CH:4][C:3]=1[C:8]1[NH:12][CH:11]=[C:10]([CH:13]=[O:14])[C:9]=1[CH3:15]. The yield is 0.580. (7) The reactants are Br[C:2]1[CH:20]=[CH:19][C:5]([CH2:6][CH:7]2[CH2:11][CH2:10][N:9]([CH:12]3[CH2:17][CH2:16][CH2:15][CH2:14][CH2:13]3)[C:8]2=[O:18])=[C:4]([Cl:21])[CH:3]=1.[C:22]1(B(O)O)[CH:27]=[CH:26][CH:25]=[CH:24][CH:23]=1.C(=O)([O-])O.[Na+].COCCOC. The catalyst is C1C=CC([P]([Pd]([P](C2C=CC=CC=2)(C2C=CC=CC=2)C2C=CC=CC=2)([P](C2C=CC=CC=2)(C2C=CC=CC=2)C2C=CC=CC=2)[P](C2C=CC=CC=2)(C2C=CC=CC=2)C2C=CC=CC=2)(C2C=CC=CC=2)C2C=CC=CC=2)=CC=1.O.C(OCC)(=O)C. The product is [Cl:21][C:4]1[CH:3]=[C:2]([C:22]2[CH:27]=[CH:26][CH:25]=[CH:24][CH:23]=2)[CH:20]=[CH:19][C:5]=1[CH2:6][CH:7]1[CH2:11][CH2:10][N:9]([CH:12]2[CH2:17][CH2:16][CH2:15][CH2:14][CH2:13]2)[C:8]1=[O:18]. The yield is 0.480. (8) The reactants are Cl[C:2]1[C:7]([O:8][CH3:9])=[CH:6][N:5]=[C:4]([O:10][CH3:11])[N:3]=1.[N:12]#[C:13][NH2:14].[Na].O.Cl. The catalyst is CN1CCCC1=O. The product is [CH3:11][O:10][C:4]1[N:3]=[C:2]([NH:14][C:13]#[N:12])[C:7]([O:8][CH3:9])=[CH:6][N:5]=1. The yield is 0.760. (9) The reactants are Cl.[Cl:2][C:3]1[CH:4]=[C:5]2[C:9](=[CH:10][CH:11]=1)[NH:8][CH:7]=[C:6]2[CH2:12][CH2:13][NH2:14].[CH3:15][C:16]([O:19][C:20](O[C:20]([O:19][C:16]([CH3:18])([CH3:17])[CH3:15])=[O:21])=[O:21])([CH3:18])[CH3:17].[C:30]([O-])([O-])=O.[K+].[K+]. The catalyst is CC(O)C.O.CCOC(C)=O. The product is [Cl:2][C:3]1[CH:4]=[C:5]2[C:9](=[CH:10][CH:11]=1)[NH:8][C:7]1[CH2:30][N:14]([C:20]([O:19][C:16]([CH3:18])([CH3:17])[CH3:15])=[O:21])[CH2:13][CH2:12][C:6]2=1. The yield is 0.963.